This data is from Forward reaction prediction with 1.9M reactions from USPTO patents (1976-2016). The task is: Predict the product of the given reaction. (1) Given the reactants [C:1]([C:5]1[CH:10]=[CH:9][CH:8]=[CH:7][C:6]=1[NH:11][C:12](=[O:14])[CH3:13])([CH3:4])([CH3:3])[CH3:2].[N+:15]([O-])([O-:17])=[O:16].[K+], predict the reaction product. The product is: [C:1]([C:5]1[CH:10]=[C:9]([N+:15]([O-:17])=[O:16])[CH:8]=[CH:7][C:6]=1[NH:11][C:12](=[O:14])[CH3:13])([CH3:4])([CH3:2])[CH3:3]. (2) Given the reactants [Br:1][C:2]1[CH:7]=[CH:6][N:5]=[C:4]([CH2:8][C:9]([C:11]2[CH:16]=[CH:15][C:14]([O:17][CH3:18])=[CH:13][CH:12]=2)=O)[CH:3]=1.Cl.[NH2:20][OH:21].[OH-].[Na+], predict the reaction product. The product is: [Br:1][C:2]1[CH:7]=[CH:6][N:5]=[C:4]([CH2:8][C:9]([C:11]2[CH:16]=[CH:15][C:14]([O:17][CH3:18])=[CH:13][CH:12]=2)=[N:20][OH:21])[CH:3]=1.